The task is: Predict the reactants needed to synthesize the given product.. This data is from Full USPTO retrosynthesis dataset with 1.9M reactions from patents (1976-2016). (1) Given the product [C:20]([C:12]1[CH:11]=[C:10]2[C:15]([CH2:16][C@H:17]([O:18][CH3:19])[C@@H:8]([NH:7][CH2:6][CH2:5][CH:4]([CH2:27][C@H:28]3[CH2:33][CH2:32][C@@H:31]([OH:34])[CH2:30][CH2:29]3)[C:3]([OH:35])=[O:2])[C:9]2([CH2:23][CH3:24])[CH2:25][CH3:26])=[CH:14][CH:13]=1)(=[O:22])[NH2:21], predict the reactants needed to synthesize it. The reactants are: C[O:2][C:3](=[O:35])[CH:4]([CH2:27][C@H:28]1[CH2:33][CH2:32][C@@H:31]([OH:34])[CH2:30][CH2:29]1)[CH2:5][CH2:6][NH:7][C@@H:8]1[C@@H:17]([O:18][CH3:19])[CH2:16][C:15]2[C:10](=[CH:11][C:12]([C:20](=[O:22])[NH2:21])=[CH:13][CH:14]=2)[C:9]1([CH2:25][CH3:26])[CH2:23][CH3:24].O.[OH-].[Na+]. (2) The reactants are: [Cl:1][C:2]1[CH:3]=[C:4]([C:9]2([OH:19])[C:17]3[CH:16]=[CH:15][S:14][C:13]=3[C:12](=O)[CH2:11][CH2:10]2)[CH:5]=[CH:6][C:7]=1[Cl:8].[CH3:20][NH2:21].[BH4-].[Na+]. Given the product [Cl:1][C:2]1[CH:3]=[C:4]([C:9]2([OH:19])[C:17]3[CH:16]=[CH:15][S:14][C:13]=3[CH:12]([NH:21][CH3:20])[CH2:11][CH2:10]2)[CH:5]=[CH:6][C:7]=1[Cl:8], predict the reactants needed to synthesize it. (3) Given the product [C:15]([O:14][C:12]([N:4]1[C:5]2[C:10](=[CH:9][C:8]([NH:11][C:20]([NH:19][CH2:22][C:23]3[CH:28]=[CH:27][CH:26]=[C:25]([O:29][CH3:30])[CH:24]=3)=[O:21])=[CH:7][CH:6]=2)[C:2]([NH2:1])=[N:3]1)=[O:13])([CH3:18])([CH3:17])[CH3:16], predict the reactants needed to synthesize it. The reactants are: [NH2:1][C:2]1[C:10]2[C:5](=[CH:6][CH:7]=[C:8]([NH2:11])[CH:9]=2)[N:4]([C:12]([O:14][C:15]([CH3:18])([CH3:17])[CH3:16])=[O:13])[N:3]=1.[N:19]([CH2:22][C:23]1[CH:28]=[CH:27][CH:26]=[C:25]([O:29][CH3:30])[CH:24]=1)=[C:20]=[O:21].